From a dataset of Reaction yield outcomes from USPTO patents with 853,638 reactions. Predict the reaction yield, written as a fraction of the theoretical maximum amount of product (1.0 means a 100% yield; for example, 0.34 means a 34% yield). (1) The reactants are [CH2:1]([O:48][CH:49]1[C@H:53]2[C@H:54](O[Si](C(C)(C)C)(C)C)[N:55](C(OCC(Cl)(Cl)Cl)=O)[C:56]3[CH:63]=[CH:62][C:61]([O:64][CH3:65])=[CH:60][C:57]=3[C:58](=[O:59])[N:52]2[CH:51]=[C:50]1[C:82]1[CH:87]=[CH:86][C:85]([O:88][CH3:89])=[CH:84][CH:83]=1)[CH2:2][CH2:3][CH2:4][CH2:5][O:6][CH:7]1[C@H:11]2[C@H:12](O[Si](C(C)(C)C)(C)C)[N:13](C(OCC(Cl)(Cl)Cl)=O)[C:14]3[CH:21]=[CH:20][C:19]([O:22][CH3:23])=[CH:18][C:15]=3[C:16](=[O:17])[N:10]2[CH:9]=[C:8]1[C:40]1[CH:45]=[CH:44][C:43]([O:46][CH3:47])=[CH:42][CH:41]=1.C1COCC1. The catalyst is C(Cl)(Cl)Cl.CO. The product is [CH2:1]([O:48][CH:49]1[C@@H:53]2[CH:54]=[N:55][C:56]3[CH:63]=[CH:62][C:61]([O:64][CH3:65])=[CH:60][C:57]=3[C:58](=[O:59])[N:52]2[CH:51]=[C:50]1[C:82]1[CH:83]=[CH:84][C:85]([O:88][CH3:89])=[CH:86][CH:87]=1)[CH2:2][CH2:3][CH2:4][CH2:5][O:6][CH:7]1[C@@H:11]2[CH:12]=[N:13][C:14]3[CH:21]=[CH:20][C:19]([O:22][CH3:23])=[CH:18][C:15]=3[C:16](=[O:17])[N:10]2[CH:9]=[C:8]1[C:40]1[CH:41]=[CH:42][C:43]([O:46][CH3:47])=[CH:44][CH:45]=1. The yield is 0.550. (2) The yield is 0.810. The catalyst is CO.C(OCC)C. The product is [F:27][C:24]1[CH:23]=[CH:22][C:21]([C:18]2[CH:19]=[CH:20][C:15]([O:14][CH:11]3[CH2:12][CH2:13][NH:8][CH2:9][CH2:10]3)=[N:16][CH:17]=2)=[CH:26][CH:25]=1. The reactants are C(OC([N:8]1[CH2:13][CH2:12][CH:11]([O:14][C:15]2[CH:20]=[CH:19][C:18]([C:21]3[CH:26]=[CH:25][C:24]([F:27])=[CH:23][CH:22]=3)=[CH:17][N:16]=2)[CH2:10][CH2:9]1)=O)(C)(C)C.Cl. (3) The reactants are Br[CH2:2][C:3]([C:5]12[CH2:14][CH:9]3[CH2:10][CH:11]([CH2:13][CH:7]([CH2:8]3)[CH2:6]1)[CH2:12]2)=[O:4].[NH2:15][C:16]1[S:20][C:19]([SH:21])=[N:18][N:17]=1.C(N(CC)CC)C. The catalyst is C(#N)C. The product is [C:5]12([C:3](=[O:4])[CH2:2][S:21][C:19]3[S:20][C:16]([NH2:15])=[N:17][N:18]=3)[CH2:14][CH:9]3[CH2:10][CH:11]([CH2:13][CH:7]([CH2:8]3)[CH2:6]1)[CH2:12]2. The yield is 0.910. (4) The reactants are [C:1](#[N:8])[C:2]1[CH:7]=[CH:6][CH:5]=[N:4][CH:3]=1.[SH:9][CH:10]([CH3:14])[C:11](O)=[O:12].N1C=CC=CC=1. The catalyst is CCO. The product is [CH3:14][C:10]1[S:9][C:1]([C:2]2[CH:3]=[N:4][CH:5]=[CH:6][CH:7]=2)=[N:8][C:11]=1[OH:12]. The yield is 0.677. (5) The reactants are [C:1]([O:10]C)(=O)[C:2]1[C:3](=[CH:5][CH:6]=[CH:7][CH:8]=1)[SH:4].[S:12]1[CH:16]=[CH:15][CH:14]=[C:13]1[C:17](O)=O.C([N:22](CC)CC)C. The catalyst is C1(C)C=CC=CC=1. The product is [S:12]1[CH:16]=[CH:15][CH:14]=[C:13]1[C:17]1[S:4][C:3]2[CH:5]=[CH:6][CH:7]=[CH:8][C:2]=2[C:1](=[O:10])[N:22]=1. The yield is 0.730. (6) The reactants are [CH:1]([N:5]1[C:13]2[C:8](=[CH:9][CH:10]=[C:11](Cl)[CH:12]=2)[C:7]([C:15]([NH:17][CH2:18][C:19]2[C:20](=[O:28])[NH:21][C:22]([CH3:27])=[CH:23][C:24]=2[O:25][CH3:26])=[O:16])=[C:6]1[CH3:29])([CH2:3][CH3:4])[CH3:2].[N:30]1[CH:35]=[CH:34][CH:33]=[C:32](B(O)O)[CH:31]=1.C1(C(C2CCCCC2)C2CCCCC2)CCCCC1.[O-]P([O-])([O-])=O.[K+].[K+].[K+]. The catalyst is O.ClCCl.C1C=CC(/C=C/C(/C=C/C2C=CC=CC=2)=O)=CC=1.C1C=CC(/C=C/C(/C=C/C2C=CC=CC=2)=O)=CC=1.C1C=CC(/C=C/C(/C=C/C2C=CC=CC=2)=O)=CC=1.[Pd].[Pd].O1CCOCC1. The product is [CH:1]([N:5]1[C:13]2[C:8](=[CH:9][CH:10]=[C:11]([C:32]3[CH:31]=[N:30][CH:35]=[CH:34][CH:33]=3)[CH:12]=2)[C:7]([C:15]([NH:17][CH2:18][C:19]2[C:20](=[O:28])[NH:21][C:22]([CH3:27])=[CH:23][C:24]=2[O:25][CH3:26])=[O:16])=[C:6]1[CH3:29])([CH2:3][CH3:4])[CH3:2]. The yield is 0.0570. (7) The catalyst is C1COCC1. The product is [CH2:29]([NH:36][C:37]([C:16]1[S:15][C:11]2[N:10]([C:9](=[O:18])[N:8]([CH2:1][C:2]3[CH:3]=[CH:4][CH:5]=[CH:6][CH:7]=3)[C:13](=[O:14])[CH:12]=2)[CH:17]=1)=[O:38])[C:30]1[CH:35]=[CH:34][CH:33]=[CH:32][CH:31]=1. The reactants are [CH2:1]([N:8]1[C:13](=[O:14])[CH:12]=[C:11]2[S:15][CH:16]=[CH:17][N:10]2[C:9]1=[O:18])[C:2]1[CH:7]=[CH:6][CH:5]=[CH:4][CH:3]=1.[Li]N([Si](C)(C)C)[Si](C)(C)C.[CH2:29]([N:36]=[C:37]=[O:38])[C:30]1[CH:35]=[CH:34][CH:33]=[CH:32][CH:31]=1. The yield is 0.150. (8) The reactants are [CH2:1]([C:5]1[N:18]=[C:9]2[S:10][C:11]3[C:16](=O)[NH:15][CH:14]=[N:13][C:12]=3[C:8]2=[C:7]2[CH2:19][CH2:20][O:21][CH2:22][C:6]=12)[CH2:2][CH2:3][CH3:4].P(Cl)(Cl)([Cl:25])=O. No catalyst specified. The product is [CH2:1]([C:5]1[N:18]=[C:9]2[S:10][C:11]3[C:12](=[N:13][CH:14]=[N:15][C:16]=3[Cl:25])[C:8]2=[C:7]2[CH2:19][CH2:20][O:21][CH2:22][C:6]=12)[CH2:2][CH2:3][CH3:4]. The yield is 1.00. (9) The reactants are [I:1][C:2]1[CH:7]=[CH:6][C:5]([CH:8]([NH:13]S(C(C)(C)C)=O)[CH2:9][CH:10]([CH3:12])[CH3:11])=[CH:4][CH:3]=1.[ClH:20].O1CCOCC1. The catalyst is CO. The product is [ClH:20].[I:1][C:2]1[CH:3]=[CH:4][C:5]([CH:8]([NH2:13])[CH2:9][CH:10]([CH3:11])[CH3:12])=[CH:6][CH:7]=1. The yield is 1.00.